This data is from Full USPTO retrosynthesis dataset with 1.9M reactions from patents (1976-2016). The task is: Predict the reactants needed to synthesize the given product. (1) Given the product [CH3:1][NH:2][C:3]([N:5]1[C:13]2[C:8](=[CH:9][C:10]([O:14][C:15]3[C:20]([C:21]#[N:22])=[CH:19][N:18]=[C:17]([NH:23][C:32]([N:49]4[CH2:50][CH2:51][CH:46]([N:41]5[CH2:45][CH2:44][CH2:43][CH2:42]5)[CH2:47][CH2:48]4)=[O:33])[CH:16]=3)=[CH:11][CH:12]=2)[CH:7]=[CH:6]1)=[O:4], predict the reactants needed to synthesize it. The reactants are: [CH3:1][NH:2][C:3]([N:5]1[C:13]2[C:8](=[CH:9][C:10]([O:14][C:15]3[C:20]([C:21]#[N:22])=[CH:19][N:18]=[C:17]([NH2:23])[CH:16]=3)=[CH:11][CH:12]=2)[CH:7]=[CH:6]1)=[O:4].C(N(CC)CC)C.Cl[C:32](OC1C=CC=CC=1)=[O:33].[N:41]1([CH:46]2[CH2:51][CH2:50][NH:49][CH2:48][CH2:47]2)[CH2:45][CH2:44][CH2:43][CH2:42]1. (2) Given the product [CH3:9][O:10][C:11]1[CH:16]=[CH:15][CH:14]=[C:13]([O:17][CH2:4][O:5][CH3:6])[CH:12]=1, predict the reactants needed to synthesize it. The reactants are: [H-].[Na+].Cl[CH2:4][O:5][CH3:6].[Cl-].[NH4+].[CH3:9][O:10][C:11]1[CH:12]=[C:13]([OH:17])[CH:14]=[CH:15][CH:16]=1. (3) Given the product [CH3:15][O:16][CH2:17][CH2:18][N:19]([CH3:27])[C:20]1[N:21]=[CH:22][C:23]([NH:26][C:11]([C:8]2[O:9][C:10]3[C:2]([F:1])=[CH:3][CH:4]=[CH:5][C:6]=3[C:7]=2[CH3:14])=[O:13])=[CH:24][CH:25]=1, predict the reactants needed to synthesize it. The reactants are: [F:1][C:2]1[C:10]2[O:9][C:8]([C:11]([OH:13])=O)=[C:7]([CH3:14])[C:6]=2[CH:5]=[CH:4][CH:3]=1.[CH3:15][O:16][CH2:17][CH2:18][N:19]([CH3:27])[C:20]1[CH:25]=[CH:24][C:23]([NH2:26])=[CH:22][N:21]=1. (4) Given the product [CH3:1][C@H:2]1[NH:7][C@@H:6]([CH2:8][NH2:9])[CH2:5][CH2:4][CH2:3]1, predict the reactants needed to synthesize it. The reactants are: [CH3:1][C:2]1[N:7]=[C:6]([C:8]#[N:9])[CH:5]=[CH:4][CH:3]=1. (5) Given the product [CH2:1]([N:8]1[CH2:13][CH2:12][C:11]2([C:23]3[C:19](=[CH:18][C:17]([O:16][CH3:15])=[CH:25][CH:24]=3)[CH2:20][CH2:21][NH:22]2)[CH2:10][CH2:9]1)[C:2]1[CH:7]=[CH:6][CH:5]=[CH:4][CH:3]=1, predict the reactants needed to synthesize it. The reactants are: [CH2:1]([N:8]1[CH2:13][CH2:12][C:11](=O)[CH2:10][CH2:9]1)[C:2]1[CH:7]=[CH:6][CH:5]=[CH:4][CH:3]=1.[CH3:15][O:16][C:17]1[CH:18]=[C:19]([CH:23]=[CH:24][CH:25]=1)[CH2:20][CH2:21][NH2:22].[OH-].[Na+]. (6) Given the product [CH:1]([N:14]1[CH2:17][CH:16]([O:18][CH:23]([C:24]2[CH:29]=[CH:28][C:27]([O:30][CH:31]([F:33])[F:32])=[CH:26][CH:25]=2)[C:22]2[CH:35]=[CH:36][CH:37]=[CH:38][C:21]=2[C:20]([F:19])([F:39])[F:40])[CH2:15]1)([C:8]1[CH:13]=[CH:12][CH:11]=[CH:10][CH:9]=1)[C:2]1[CH:3]=[CH:4][CH:5]=[CH:6][CH:7]=1, predict the reactants needed to synthesize it. The reactants are: [CH:1]([N:14]1[CH2:17][CH:16]([OH:18])[CH2:15]1)([C:8]1[CH:13]=[CH:12][CH:11]=[CH:10][CH:9]=1)[C:2]1[CH:7]=[CH:6][CH:5]=[CH:4][CH:3]=1.[F:19][C:20]([F:40])([F:39])[C:21]1[CH:38]=[CH:37][CH:36]=[CH:35][C:22]=1[CH:23](O)[C:24]1[CH:29]=[CH:28][C:27]([O:30][CH:31]([F:33])[F:32])=[CH:26][CH:25]=1.C(N1CC(OC(C2C=CC(Cl)=CC=2)C2C=CC(Cl)=CC=2Cl)C1)(C1C=CC=CC=1)C1C=CC=CC=1. (7) The reactants are: C(N(CC)CC)C.F[C:9](F)(F)[C:10](O)=[O:11].[NH2:15][CH:16]1[C:24]2[C:19](=[CH:20][CH:21]=[CH:22][CH:23]=2)[CH2:18][CH:17]1[NH:25][C:26]([C:28]1[NH:32][C:31]2[C:33]([Cl:37])=[C:34]([Cl:36])[S:35][C:30]=2[CH:29]=1)=[O:27].C(Cl)(=O)C. Given the product [C:10]([NH:15][CH:16]1[C:24]2[C:19](=[CH:20][CH:21]=[CH:22][CH:23]=2)[CH2:18][CH:17]1[NH:25][C:26]([C:28]1[NH:32][C:31]2[C:33]([Cl:37])=[C:34]([Cl:36])[S:35][C:30]=2[CH:29]=1)=[O:27])(=[O:11])[CH3:9], predict the reactants needed to synthesize it. (8) Given the product [NH2:12][C:11]1[N:7]([CH3:6])[N:8]=[CH:9][C:10]=1[NH:13][C:26]([C@@H:25]([NH:24][C:22](=[O:23])[O:21][CH2:14][C:15]1[CH:16]=[CH:17][CH:18]=[CH:19][CH:20]=1)[CH2:29][CH2:30][CH2:31][NH:32][C:33](=[O:34])[O:35][C:36]([CH3:39])([CH3:38])[CH3:37])=[O:27], predict the reactants needed to synthesize it. The reactants are: S(O)(O)(=O)=O.[CH3:6][N:7]1[C:11]([NH2:12])=[C:10]([NH2:13])[CH:9]=[N:8]1.[CH2:14]([O:21][C:22]([NH:24][C@@H:25]([CH2:29][CH2:30][CH2:31][NH:32][C:33]([O:35][C:36]([CH3:39])([CH3:38])[CH3:37])=[O:34])[C:26](O)=[O:27])=[O:23])[C:15]1[CH:20]=[CH:19][CH:18]=[CH:17][CH:16]=1.C(N(CC)CC)C.Cl.CN(C)CCCN=C=NCC. (9) Given the product [CH3:24][O:23][CH2:22][CH2:21][C:20]([NH:19][C:16]1[CH:17]=[CH:18][C:13]([NH:12][C:7]2[N:6]=[CH:5][C:4]3[C:9](=[CH:10][CH:11]=[C:2]([C:35]4[CH:36]=[CH:37][N:32]=[CH:33][CH:34]=4)[CH:3]=3)[N:8]=2)=[CH:14][CH:15]=1)=[O:25], predict the reactants needed to synthesize it. The reactants are: Br[C:2]1[CH:3]=[C:4]2[C:9](=[CH:10][CH:11]=1)[N:8]=[C:7]([NH:12][C:13]1[CH:18]=[CH:17][C:16]([NH:19][C:20](=[O:25])[CH2:21][CH2:22][O:23][CH3:24])=[CH:15][CH:14]=1)[N:6]=[CH:5]2.C(=O)([O-])[O-].[K+].[K+].[N:32]1[CH:37]=[CH:36][C:35](B(O)O)=[CH:34][CH:33]=1.C(Cl)Cl.